Dataset: Forward reaction prediction with 1.9M reactions from USPTO patents (1976-2016). Task: Predict the product of the given reaction. (1) Given the reactants [F:1][C:2]1[CH:3]=[C:4]([CH:9]([OH:19])[C:10]2[CH:11]=[CH:12][C:13]([F:18])=[C:14]([CH:17]=2)[C:15]#[N:16])[CH:5]=[C:6]([F:8])[CH:7]=1.O.C[N+]1([O-])CCOCC1, predict the reaction product. The product is: [F:1][C:2]1[CH:3]=[C:4]([CH:5]=[C:6]([F:8])[CH:7]=1)[C:9]([C:10]1[CH:11]=[CH:12][C:13]([F:18])=[C:14]([CH:17]=1)[C:15]#[N:16])=[O:19]. (2) Given the reactants Cl.[Cl:2][C:3]1[CH:4]=[C:5]([CH:10]2[CH:16]([CH2:17][OH:18])[O:15][CH2:14][CH2:13][NH:12][CH2:11]2)[CH:6]=[CH:7][C:8]=1[Cl:9].[C:19](O[C:19]([O:21][C:22]([CH3:25])([CH3:24])[CH3:23])=[O:20])([O:21][C:22]([CH3:25])([CH3:24])[CH3:23])=[O:20].C(N(CC)CC)C, predict the reaction product. The product is: [Cl:2][C:3]1[CH:4]=[C:5]([CH:10]2[CH:16]([CH2:17][OH:18])[O:15][CH2:14][CH2:13][N:12]([C:19]([O:21][C:22]([CH3:25])([CH3:24])[CH3:23])=[O:20])[CH2:11]2)[CH:6]=[CH:7][C:8]=1[Cl:9]. (3) Given the reactants [CH3:1][O:2][C:3](=[O:14])[C:4]1[CH:9]=[C:8]([NH2:10])[C:7]([NH2:11])=[C:6]([Cl:12])[C:5]=1[NH2:13].[CH3:15][C:16](=O)[C:17](=O)[CH3:18].CCOC(C)=O, predict the reaction product. The product is: [CH3:1][O:2][C:3]([C:4]1[CH:9]=[C:8]2[C:7](=[C:6]([Cl:12])[C:5]=1[NH2:13])[N:11]=[C:17]([CH3:18])[C:16]([CH3:15])=[N:10]2)=[O:14].